This data is from Forward reaction prediction with 1.9M reactions from USPTO patents (1976-2016). The task is: Predict the product of the given reaction. (1) Given the reactants [OH:1][C:2]1[CH:7]=[CH:6][C:5]([S:8][CH2:9][CH2:10][CH2:11][C:12]([OH:14])=O)=[CH:4][CH:3]=1.[Cl:15][C:16]1[CH:24]=[CH:23][C:19]([CH2:20][NH:21][CH3:22])=[CH:18][CH:17]=1, predict the reaction product. The product is: [Cl:15][C:16]1[CH:24]=[CH:23][C:19]([CH2:20][N:21]([CH3:22])[C:12](=[O:14])[CH2:11][CH2:10][CH2:9][S:8][C:5]2[CH:4]=[CH:3][C:2]([OH:1])=[CH:7][CH:6]=2)=[CH:18][CH:17]=1. (2) Given the reactants CN(C)[CH:3]=[CH:4][C:5]([C:7]1[S:11][C:10]([N:12]=CN(C)C)=[N:9][C:8]=1[CH3:17])=O.[CH3:19][O:20][C:21]1[CH:22]=[C:23]([NH:31][C:32]([NH2:34])=[NH:33])[CH:24]=[C:25]([O:29][CH3:30])[C:26]=1[O:27][CH3:28], predict the reaction product. The product is: [NH2:12][C:10]1[S:11][C:7]([C:5]2[CH:4]=[CH:3][N:34]=[C:32]([NH:31][C:23]3[CH:24]=[C:25]([O:29][CH3:30])[C:26]([O:27][CH3:28])=[C:21]([O:20][CH3:19])[CH:22]=3)[N:33]=2)=[C:8]([CH3:17])[N:9]=1.